This data is from Full USPTO retrosynthesis dataset with 1.9M reactions from patents (1976-2016). The task is: Predict the reactants needed to synthesize the given product. The reactants are: [CH3:1][O:2][C:3]([C:5]1[C:14]2[C:9](=[CH:10][CH:11]=[CH:12][CH:13]=2)[CH:8]=[CH:7][C:6]=1[NH:15][S:16]([C:19]1[CH:27]=[CH:26][CH:25]=[CH:24][C:20]=1[C:21](O)=[O:22])(=[O:18])=[O:17])=[O:4].CN1CCO[CH2:31][CH2:30]1.CN(C(ON1N=[N:50][C:45]2C=[CH:47][CH:48]=[N:49][C:44]1=2)=[N+](C)C)C.F[P-](F)(F)(F)(F)F.C(N(CCCN)CC)C. Given the product [CH2:30]([N:49]([CH2:48][CH3:47])[CH2:44][CH2:45][NH:50][C:21]([C:20]1[CH:24]=[CH:25][CH:26]=[CH:27][C:19]=1[S:16]([NH:15][C:6]1[CH:7]=[CH:8][C:9]2[C:14](=[CH:13][CH:12]=[CH:11][CH:10]=2)[C:5]=1[C:3]([O:2][CH3:1])=[O:4])(=[O:18])=[O:17])=[O:22])[CH3:31], predict the reactants needed to synthesize it.